From a dataset of Reaction yield outcomes from USPTO patents with 853,638 reactions. Predict the reaction yield, written as a fraction of the theoretical maximum amount of product (1.0 means a 100% yield; for example, 0.34 means a 34% yield). (1) The yield is 0.870. The catalyst is CN(C)C=O.C(N(CC)CC)C. The product is [CH:1]1([CH:6]([NH:17][C:18]2[CH:19]=[CH:20][C:21]([C:22]([NH:34][CH2:33][CH2:32][C:31]([O:30][CH2:28][CH3:29])=[O:35])=[O:23])=[CH:25][CH:26]=2)[C:7]2[S:8][C:9]3[CH:16]=[CH:15][CH:14]=[CH:13][C:10]=3[C:11]=2[CH3:12])[CH2:5][CH2:4][CH2:3][CH2:2]1. The reactants are [CH:1]1([CH:6]([NH:17][C:18]2[CH:26]=[CH:25][C:21]([C:22](O)=[O:23])=[CH:20][CH:19]=2)[C:7]2[S:8][C:9]3[CH:16]=[CH:15][CH:14]=[CH:13][C:10]=3[C:11]=2[CH3:12])[CH2:5][CH2:4][CH2:3][CH2:2]1.Cl.[CH2:28]([O:30][C:31](=[O:35])[CH2:32][CH2:33][NH2:34])[CH3:29].O.ON1C2C=CC=CC=2N=N1.Cl.C(N=C=NCCCN(C)C)C.[Cl-].[NH4+]. (2) The reactants are [CH2:1]([C@@H:3]([C:9]1[CH:14]=[CH:13][CH:12]=[C:11]([O:15][CH3:16])[CH:10]=1)[C@@H:4]([CH3:8])[C:5](O)=[O:6])[CH3:2].C(Cl)(=O)C(Cl)=O.Cl.[CH3:24][NH:25][CH3:26].C(N(CC)CC)C.Cl. The catalyst is ClCCl. The product is [CH2:1]([C@@H:3]([C:9]1[CH:14]=[CH:13][CH:12]=[C:11]([O:15][CH3:16])[CH:10]=1)[C@@H:4]([CH3:8])[C:5]([N:25]([CH3:26])[CH3:24])=[O:6])[CH3:2]. The yield is 0.920. (3) The reactants are C(OC([N:8]1[CH2:14][CH2:13][CH2:12][N:11]([C:15]2[O:16][C:17]([CH3:20])=[N:18][N:19]=2)[CH2:10][CH2:9]1)=O)(C)(C)C.C(O)(C(F)(F)F)=O. The catalyst is C(Cl)Cl. The product is [CH3:20][C:17]1[O:16][C:15]([N:11]2[CH2:12][CH2:13][CH2:14][NH:8][CH2:9][CH2:10]2)=[N:19][N:18]=1. The yield is 0.840. (4) The reactants are [CH3:1][N:2]([CH3:20])[C:3](=[O:19])[CH2:4][C@@H:5]([NH:8][C:9](=[O:18])[O:10][CH2:11][C:12]1[CH:17]=[CH:16][CH:15]=[CH:14][CH:13]=1)[CH2:6]O.C(P(CCCC)CCCC)CCC.[C:34]1([S:40][S:40][C:34]2[CH:39]=[CH:38][CH:37]=[CH:36][CH:35]=2)[CH:39]=[CH:38][CH:37]=[CH:36][CH:35]=1. The catalyst is C1(C)C=CC=CC=1. The product is [CH3:1][N:2]([CH3:20])[C:3](=[O:19])[CH2:4][C@@H:5]([NH:8][C:9](=[O:18])[O:10][CH2:11][C:12]1[CH:17]=[CH:16][CH:15]=[CH:14][CH:13]=1)[CH2:6][S:40][C:34]1[CH:39]=[CH:38][CH:37]=[CH:36][CH:35]=1. The yield is 0.950. (5) The yield is 0.470. The catalyst is C(#N)CCC.[Cu]I. The product is [F:1][C:2]1[CH:7]=[C:6]([O:37][CH2:36][CH2:35][N:33]2[CH2:34][CH:31]([CH2:30][F:29])[CH2:32]2)[CH:5]=[C:4]([F:9])[C:3]=1[C@@H:10]1[C:15]2[NH:16][C:17]3[C:22]([C:14]=2[CH2:13][C@@H:12]([CH3:23])[N:11]1[CH2:24][C:25]([F:28])([F:27])[F:26])=[CH:21][CH:20]=[CH:19][CH:18]=3. The reactants are [F:1][C:2]1[CH:7]=[C:6](I)[CH:5]=[C:4]([F:9])[C:3]=1[C@@H:10]1[C:15]2[NH:16][C:17]3[C:22]([C:14]=2[CH2:13][C@@H:12]([CH3:23])[N:11]1[CH2:24][C:25]([F:28])([F:27])[F:26])=[CH:21][CH:20]=[CH:19][CH:18]=3.[F:29][CH2:30][CH:31]1[CH2:34][N:33]([CH2:35][CH2:36][OH:37])[CH2:32]1.C([O-])([O-])=O.[K+].[K+]. (6) The reactants are [CH:1]([C:4]1[CH:9]=[CH:8][C:7]([C:10]2[O:14][C:13]([C:15]3[CH:16]=[C:17]([CH:22]=[CH:23][CH:24]=3)[C:18]([O:20]C)=[O:19])=[N:12][N:11]=2)=[CH:6][CH:5]=1)([CH3:3])[CH3:2].[OH-].[Na+].C([O-])(O)=O.[Na+]. The catalyst is C1COCC1. The product is [CH:1]([C:4]1[CH:5]=[CH:6][C:7]([C:10]2[O:14][C:13]([C:15]3[CH:16]=[C:17]([CH:22]=[CH:23][CH:24]=3)[C:18]([OH:20])=[O:19])=[N:12][N:11]=2)=[CH:8][CH:9]=1)([CH3:3])[CH3:2]. The yield is 0.710. (7) The reactants are [F:1][C:2]1[CH:16]=[CH:15][C:5]2[C:6]3[N:7]([CH:11]=[C:12](I)[N:13]=3)[CH2:8][CH2:9][O:10][C:4]=2[CH:3]=1.C1(P(C2C=CC=CC=2)C2[C:37]3[O:36]C4C(=CC=CC=4P(C4C=CC=CC=4)C4C=CC=CC=4)C(C)(C)C=3C=CC=2)C=CC=CC=1.C[OH:60].C(N(CC)CC)C.Cl. The catalyst is C([O-])(=O)C.[Pd+2].C([O-])(=O)C. The product is [F:1][C:2]1[CH:16]=[CH:15][C:5]2[C:6]3[N:7]([CH:11]=[C:12]([C:37]([OH:36])=[O:60])[N:13]=3)[CH2:8][CH2:9][O:10][C:4]=2[CH:3]=1. The yield is 0.646. (8) The reactants are [CH3:1][C:2]1[N:11]([CH:12]2[CH2:17][CH2:16][C:15](=[O:18])[NH:14][C:13]2=[O:19])[C:10](=[O:20])[C:9]2[C:4](=[CH:5][CH:6]=[CH:7][C:8]=2[N+:21]([O-])=O)[N:3]=1. The catalyst is CN(C=O)C.[OH-].[OH-].[Pd+2]. The product is [NH2:21][C:8]1[CH:7]=[CH:6][CH:5]=[C:4]2[C:9]=1[C:10](=[O:20])[N:11]([CH:12]1[CH2:17][CH2:16][C:15](=[O:18])[NH:14][C:13]1=[O:19])[C:2]([CH3:1])=[N:3]2. The yield is 0.690.